This data is from Forward reaction prediction with 1.9M reactions from USPTO patents (1976-2016). The task is: Predict the product of the given reaction. (1) Given the reactants [Br:1][C:2]1[CH:7]=[CH:6][CH:5]=[CH:4][C:3]=1[C:8]1[C:9]([C:14]2[CH:19]=[CH:18][C:17](C3N(C4C=CC=CC=4)C4C=CC=CC=4N=3)=[CH:16][CH:15]=2)=[CH:10][CH:11]=[CH:12][CH:13]=1.[C:35]1([N:41]2C3C=CC(B(O)O)=CC=3[C:47]3[C:42]2=[CH:43][CH:44]=[CH:45][CH:46]=3)[CH:40]=[CH:39][CH:38]=[CH:37][CH:36]=1.BrC1C=CC=CC=1C1C=CC=CC=1Br.C([O-])([O-])=O.[Na+].[Na+], predict the reaction product. The product is: [Br:1][C:2]1[CH:7]=[CH:6][CH:5]=[CH:4][C:3]=1[C:8]1[CH:13]=[CH:12][CH:11]=[CH:10][C:9]=1[C:14]1[CH:15]=[CH:16][C:17]2[N:41]([C:42]3[CH:47]=[CH:46][CH:45]=[CH:44][CH:43]=3)[C:35]3[C:36]([C:18]=2[CH:19]=1)=[CH:37][CH:38]=[CH:39][CH:40]=3. (2) Given the reactants [C@H:1]12[N:8]([C:9]([O:11][C:12]([CH3:15])([CH3:14])[CH3:13])=[O:10])[C@H:5]([CH2:6][CH2:7]1)[CH2:4][NH:3][CH2:2]2.Cl[C:17]1[CH:18]=[CH:19][C:20]2[N:21]([C:23]([C:26]([F:29])([F:28])[F:27])=[N:24][N:25]=2)[N:22]=1, predict the reaction product. The product is: [F:28][C:26]([F:27])([F:29])[C:23]1[N:21]2[N:22]=[C:17]([N:3]3[CH2:4][C@@H:5]4[N:8]([C:9]([O:11][C:12]([CH3:15])([CH3:14])[CH3:13])=[O:10])[C@@H:1]([CH2:7][CH2:6]4)[CH2:2]3)[CH:18]=[CH:19][C:20]2=[N:25][N:24]=1. (3) Given the reactants [C:1]([C:3]1[CH:31]=[CH:30][C:6]([CH2:7][N:8]([CH2:18][C@@H:19]([OH:29])[C@@H:20]([NH2:28])[CH2:21][CH:22]2[CH2:27][CH2:26][CH2:25][CH2:24][CH2:23]2)[C:9]([O:11][CH2:12][CH2:13][Si:14]([CH3:17])([CH3:16])[CH3:15])=[O:10])=[CH:5][CH:4]=1)#[N:2].[CH3:32][O:33][C:34]1[C:35](=O)[C:36](=[O:40])[C:37]=1[O:38]C.CCN(CC)CC, predict the reaction product. The product is: [C:1]([C:3]1[CH:4]=[CH:5][C:6]([CH2:7][N:8]([CH2:18][C@@H:19]([OH:29])[C@@H:20]([NH:28][C:35]2[C:36](=[O:40])[C:37](=[O:38])[C:34]=2[O:33][CH3:32])[CH2:21][CH:22]2[CH2:23][CH2:24][CH2:25][CH2:26][CH2:27]2)[C:9]([O:11][CH2:12][CH2:13][Si:14]([CH3:17])([CH3:16])[CH3:15])=[O:10])=[CH:30][CH:31]=1)#[N:2]. (4) Given the reactants [C:1]([C:5]1[CH:23]=[CH:22][C:8]([CH2:9][N:10]2[CH2:15][CH2:14][N:13]([CH2:16][C:17]([O:19]CC)=O)[CH2:12][CH2:11]2)=[CH:7][CH:6]=1)([CH3:4])([CH3:3])[CH3:2].[NH2:24][NH2:25], predict the reaction product. The product is: [C:1]([C:5]1[CH:6]=[CH:7][C:8]([CH2:9][N:10]2[CH2:11][CH2:12][N:13]([CH2:16][C:17]([NH:24][NH2:25])=[O:19])[CH2:14][CH2:15]2)=[CH:22][CH:23]=1)([CH3:3])([CH3:2])[CH3:4]. (5) Given the reactants [Br:1][C:2]1[CH:18]=[C:17]2[C:5]([CH2:6]C3C4C=C(Cl)C=CC=4[NH:9][C:8]=32)=[CH:4][CH:3]=1.[CH:19]1[CH:24]=[C:23]([Cl:25])[CH:22]=[C:21]([C:26]([O:28]O)=O)[CH:20]=1.C([O-])(O)=[O:31].[Na+], predict the reaction product. The product is: [Br:1][C:2]1[CH:3]=[CH:4][C:5]2[CH2:6][C:26](=[O:28])[C:21]3[CH:22]=[C:23]([Cl:25])[CH:24]=[CH:19][C:20]=3[NH:9][C:8](=[O:31])[C:17]=2[CH:18]=1. (6) Given the reactants O=[C:2]1[CH2:7][CH2:6][CH2:5][CH2:4][CH:3]1[CH2:8][CH2:9][C:10]#[N:11].[OH:12]S(O)(=O)=O, predict the reaction product. The product is: [NH:11]1[C:2]2[CH2:7][CH2:6][CH2:5][CH2:4][C:3]=2[CH:8]=[CH:9][C:10]1=[O:12]. (7) Given the reactants [CH:1]1([CH2:4][N:5]2[C:9]3[CH:10]=[CH:11][C:12]([OH:18])=[C:13]([C:14]([F:17])([F:16])[F:15])[C:8]=3[N:7]=[N:6]2)[CH2:3][CH2:2]1.C(N(CC)C(C)C)(C)C.[F:28][C:29]([F:42])([F:41])[S:30](O[S:30]([C:29]([F:42])([F:41])[F:28])(=[O:32])=[O:31])(=[O:32])=[O:31].O, predict the reaction product. The product is: [F:28][C:29]([F:42])([F:41])[S:30]([O:18][C:12]1[CH:11]=[CH:10][C:9]2[N:5]([CH2:4][CH:1]3[CH2:3][CH2:2]3)[N:6]=[N:7][C:8]=2[C:13]=1[C:14]([F:16])([F:17])[F:15])(=[O:32])=[O:31]. (8) Given the reactants Cl.[N:2]1([CH2:7][C:8]([OH:10])=O)[CH:6]=[N:5][CH:4]=[N:3]1.[NH2:11][C@@H:12]([CH2:30][O:31][CH2:32][C:33]1[CH:38]=[CH:37][CH:36]=[CH:35][C:34]=1[O:39][C:40]([F:43])([F:42])[F:41])[C:13]([NH:15][C:16]1[CH:21]=[CH:20][C:19]([O:22][C:23]2[CH:28]=[CH:27][C:26]([F:29])=[CH:25][CH:24]=2)=[CH:18][CH:17]=1)=[O:14], predict the reaction product. The product is: [N:2]1([CH2:7][C:8]([NH:11][C@@H:12]([CH2:30][O:31][CH2:32][C:33]2[CH:38]=[CH:37][CH:36]=[CH:35][C:34]=2[O:39][C:40]([F:43])([F:41])[F:42])[C:13]([NH:15][C:16]2[CH:21]=[CH:20][C:19]([O:22][C:23]3[CH:24]=[CH:25][C:26]([F:29])=[CH:27][CH:28]=3)=[CH:18][CH:17]=2)=[O:14])=[O:10])[CH:6]=[N:5][CH:4]=[N:3]1.